This data is from NCI-60 drug combinations with 297,098 pairs across 59 cell lines. The task is: Regression. Given two drug SMILES strings and cell line genomic features, predict the synergy score measuring deviation from expected non-interaction effect. (1) Drug 1: C1CCC(CC1)NC(=O)N(CCCl)N=O. Drug 2: C1C(C(OC1N2C=NC3=C2NC=NCC3O)CO)O. Cell line: SK-OV-3. Synergy scores: CSS=9.74, Synergy_ZIP=-3.01, Synergy_Bliss=-2.57, Synergy_Loewe=-8.44, Synergy_HSA=-1.32. (2) Drug 1: C1CC(C1)(C(=O)O)C(=O)O.[NH2-].[NH2-].[Pt+2]. Drug 2: N.N.Cl[Pt+2]Cl. Cell line: A549. Synergy scores: CSS=55.4, Synergy_ZIP=-1.62, Synergy_Bliss=2.89, Synergy_Loewe=2.96, Synergy_HSA=5.51. (3) Drug 1: CC(C1=C(C=CC(=C1Cl)F)Cl)OC2=C(N=CC(=C2)C3=CN(N=C3)C4CCNCC4)N. Drug 2: C1C(C(OC1N2C=NC3=C(N=C(N=C32)Cl)N)CO)O. Cell line: HL-60(TB). Synergy scores: CSS=54.5, Synergy_ZIP=6.07, Synergy_Bliss=-2.92, Synergy_Loewe=-21.2, Synergy_HSA=-6.05. (4) Synergy scores: CSS=-5.50, Synergy_ZIP=-0.789, Synergy_Bliss=-7.34, Synergy_Loewe=-8.26, Synergy_HSA=-10.3. Cell line: OVCAR-8. Drug 2: CC1=C2C(C(=O)C3(C(CC4C(C3C(C(C2(C)C)(CC1OC(=O)C(C(C5=CC=CC=C5)NC(=O)OC(C)(C)C)O)O)OC(=O)C6=CC=CC=C6)(CO4)OC(=O)C)O)C)O. Drug 1: CCC1(CC2CC(C3=C(CCN(C2)C1)C4=CC=CC=C4N3)(C5=C(C=C6C(=C5)C78CCN9C7C(C=CC9)(C(C(C8N6C)(C(=O)OC)O)OC(=O)C)CC)OC)C(=O)OC)O.OS(=O)(=O)O. (5) Drug 1: CCC1(CC2CC(C3=C(CCN(C2)C1)C4=CC=CC=C4N3)(C5=C(C=C6C(=C5)C78CCN9C7C(C=CC9)(C(C(C8N6C=O)(C(=O)OC)O)OC(=O)C)CC)OC)C(=O)OC)O.OS(=O)(=O)O. Drug 2: CCCCCOC(=O)NC1=NC(=O)N(C=C1F)C2C(C(C(O2)C)O)O. Cell line: HCT116. Synergy scores: CSS=-1.93, Synergy_ZIP=1.67, Synergy_Bliss=1.48, Synergy_Loewe=-7.45, Synergy_HSA=-7.33. (6) Drug 1: CNC(=O)C1=CC=CC=C1SC2=CC3=C(C=C2)C(=NN3)C=CC4=CC=CC=N4. Drug 2: C1=CC(=CC=C1CC(C(=O)O)N)N(CCCl)CCCl.Cl. Cell line: OVCAR-5. Synergy scores: CSS=3.86, Synergy_ZIP=0.468, Synergy_Bliss=2.18, Synergy_Loewe=-2.60, Synergy_HSA=-2.14. (7) Drug 1: CC1OCC2C(O1)C(C(C(O2)OC3C4COC(=O)C4C(C5=CC6=C(C=C35)OCO6)C7=CC(=C(C(=C7)OC)O)OC)O)O. Drug 2: CC1C(C(CC(O1)OC2CC(CC3=C2C(=C4C(=C3O)C(=O)C5=C(C4=O)C(=CC=C5)OC)O)(C(=O)C)O)N)O.Cl. Cell line: MCF7. Synergy scores: CSS=38.3, Synergy_ZIP=-4.11, Synergy_Bliss=-1.09, Synergy_Loewe=0.397, Synergy_HSA=2.29.